Task: Binary Classification. Given a drug SMILES string, predict its activity (active/inactive) in a high-throughput screening assay against a specified biological target.. Dataset: Cav3 T-type calcium channel HTS with 100,875 compounds (1) The drug is O=C(N1CCNCC1)C(n1nnc(c1)C(N)CO)CCCCN. The result is 0 (inactive). (2) The compound is S(=O)(=O)(Nc1ccc(cc1)CC)c1cc2c(=O)c(C(=O)N3CCCCC3)c[nH]c2cc1. The result is 0 (inactive). (3) The molecule is O1CCN(CC1)c1ccc(N\C(=C\C(=O)c2ccccc2)C)cc1. The result is 0 (inactive). (4) The drug is S(=O)(=O)(NC(=O)COc1cc(NC(=O)C)ccc1)c1ccc(cc1)C. The result is 0 (inactive). (5) The compound is O=C(N1CCN(CC1)c1ccccc1)c1noc(c1)c1cc(OC)c(OC)cc1. The result is 0 (inactive). (6) The molecule is s1c2c(CC(OC2)C(C)C)c2c1[nH]c(=S)n(c2=O)Cc1ccccc1. The result is 0 (inactive). (7) The result is 0 (inactive). The drug is S(=O)(=O)(Cc1ccccc1)c1nc2c(nc1)cccc2.